From a dataset of Catalyst prediction with 721,799 reactions and 888 catalyst types from USPTO. Predict which catalyst facilitates the given reaction. (1) Reactant: [Cl:1][C:2]1[N:7]=[CH:6][C:5]2[CH:8]=[N:9][N:10]([C:11]3[CH:16]=[CH:15][CH:14]=[C:13](F)[N:12]=3)[C:4]=2[CH:3]=1.[NH:18]1[CH2:23][CH2:22][CH2:21][C@H:20]([NH:24][C:25](=[O:31])[O:26][C:27]([CH3:30])([CH3:29])[CH3:28])[CH2:19]1.CN1CCOCC1.O. Product: [Cl:1][C:2]1[N:7]=[CH:6][C:5]2[CH:8]=[N:9][N:10]([C:11]3[N:12]=[C:13]([N:18]4[CH2:23][CH2:22][CH2:21][C@H:20]([NH:24][C:25](=[O:31])[O:26][C:27]([CH3:29])([CH3:28])[CH3:30])[CH2:19]4)[CH:14]=[CH:15][CH:16]=3)[C:4]=2[CH:3]=1. The catalyst class is: 60. (2) Reactant: [C:1]([C:3]1[CH:4]=[CH:5][C:6]2[O:10][C:9]([C:11]([C:20]3[C:28]([O:29][CH3:30])=[CH:27][C:26]([CH3:31])=[C:25]4[C:21]=3[CH:22]=[CH:23][N:24]4C(OC(C)(C)C)=O)([NH:13]S(C(C)(C)C)=O)[CH3:12])=[N:8][C:7]=2[CH:39]=1)#[N:2].Cl. Product: [NH2:13][C:11]([C:9]1[O:10][C:6]2[CH:5]=[CH:4][C:3]([C:1]#[N:2])=[CH:39][C:7]=2[N:8]=1)([C:20]1[C:28]([O:29][CH3:30])=[CH:27][C:26]([CH3:31])=[C:25]2[C:21]=1[CH:22]=[CH:23][NH:24]2)[CH3:12]. The catalyst class is: 12.